This data is from Full USPTO retrosynthesis dataset with 1.9M reactions from patents (1976-2016). The task is: Predict the reactants needed to synthesize the given product. (1) Given the product [CH:1]1([NH:4][C:5](=[O:6])[NH:7][C:8]2[CH:9]=[CH:10][C:11]([C:14]3[N:15]=[C:16]([N:23]4[CH2:28][CH2:27][O:26][CH2:25][C@@H:24]4[CH3:29])[C:17]4[CH2:22][N:21]([C:33]([NH:32][CH2:30][CH3:31])=[O:34])[CH2:20][C:18]=4[N:19]=3)=[CH:12][CH:13]=2)[CH2:2][CH2:3]1, predict the reactants needed to synthesize it. The reactants are: [CH:1]1([NH:4][C:5]([NH:7][C:8]2[CH:13]=[CH:12][C:11]([C:14]3[N:15]=[C:16]([N:23]4[CH2:28][CH2:27][O:26][CH2:25][C@@H:24]4[CH3:29])[C:17]4[CH2:22][NH:21][CH2:20][C:18]=4[N:19]=3)=[CH:10][CH:9]=2)=[O:6])[CH2:3][CH2:2]1.[CH2:30]([N:32]=[C:33]=[O:34])[CH3:31]. (2) The reactants are: [NH:1]1[C:9]2[C:4](=[CH:5][CH:6]=[CH:7][C:8]=2[C:10]([OH:12])=O)[CH:3]=[CH:2]1.CN(C(ON1N=NC2C=CC=CC1=2)=[N+](C)C)C.[B-](F)(F)(F)F.C(N(CC)C(C)C)(C)C.[C:44]([C:48]1[CH:65]=[CH:64][C:51]([CH2:52][NH:53][CH2:54][CH2:55][CH:56]([C:58]2[O:59][C:60]([CH3:63])=[CH:61][CH:62]=2)[CH3:57])=[CH:50][CH:49]=1)([CH3:47])([CH3:46])[CH3:45]. Given the product [C:44]([C:48]1[CH:65]=[CH:64][C:51]([CH2:52][N:53]([CH2:54][CH2:55][CH:56]([C:58]2[O:59][C:60]([CH3:63])=[CH:61][CH:62]=2)[CH3:57])[C:10]([C:8]2[CH:7]=[CH:6][CH:5]=[C:4]3[C:9]=2[NH:1][CH:2]=[CH:3]3)=[O:12])=[CH:50][CH:49]=1)([CH3:46])([CH3:45])[CH3:47], predict the reactants needed to synthesize it.